From a dataset of Full USPTO retrosynthesis dataset with 1.9M reactions from patents (1976-2016). Predict the reactants needed to synthesize the given product. (1) Given the product [CH2:37]([O:39][C:40](=[O:48])[C:41]1[CH:46]=[C:45]([C:15]2[CH:16]=[C:17]3[C:9]([C:4]4[CH:5]=[CH:6][CH:7]=[CH:8][C:3]=4[O:2][CH3:1])=[CH:10][N:11]([S:27]([C:30]4[CH:35]=[CH:34][C:33]([CH3:36])=[CH:32][CH:31]=4)(=[O:28])=[O:29])[C:12]3=[N:13][CH:14]=2)[CH:44]=[N:43][CH:42]=1)[CH3:38], predict the reactants needed to synthesize it. The reactants are: [CH3:1][O:2][C:3]1[CH:8]=[CH:7][CH:6]=[CH:5][C:4]=1[C:9]1[C:17]2[C:12](=[N:13][CH:14]=[C:15](B3OC(C)(C)C(C)(C)O3)[CH:16]=2)[N:11]([S:27]([C:30]2[CH:35]=[CH:34][C:33]([CH3:36])=[CH:32][CH:31]=2)(=[O:29])=[O:28])[CH:10]=1.[CH2:37]([O:39][C:40](=[O:48])[C:41]1[CH:46]=[C:45](Br)[CH:44]=[N:43][CH:42]=1)[CH3:38].C([O-])(O)=O.[Na+]. (2) Given the product [CH2:48]([N:50]([CH2:67][CH3:68])[CH2:51]/[CH:52]=[CH:53]\[C:2]1[CH:7]=[C:6]([F:8])[CH:5]=[CH:4][C:3]=1[S:9]([NH:12][C:13]1[CH:22]=[CH:21][C:20]2[C:19]3=[CH:23][CH:24]=[N:25][N:18]3[CH:17]=[CH:16][C:15]=2[C:14]=1[C:26]([O:28][CH3:29])=[O:27])(=[O:11])=[O:10])[CH3:49], predict the reactants needed to synthesize it. The reactants are: Br[C:2]1[CH:7]=[C:6]([F:8])[CH:5]=[CH:4][C:3]=1[S:9]([NH:12][C:13]1[CH:22]=[CH:21][C:20]2[C:19]3=[CH:23][CH:24]=[N:25][N:18]3[CH:17]=[CH:16][C:15]=2[C:14]=1[C:26]([O:28][CH3:29])=[O:27])(=[O:11])=[O:10].F[B-](F)(F)F.C([PH+](C(C)(C)C)C(C)(C)C)(C)(C)C.[CH2:48]([N:50]([CH2:67][CH3:68])[CH2:51]/[CH:52]=[CH:53]\[Sn](CCCC)(CCCC)CCCC)[CH3:49]. (3) Given the product [I:1][C:2]1[CH:27]=[CH:26][CH:25]=[CH:24][C:3]=1[C:4]([NH:6][C:7]1[CH:8]=[CH:9][C:10]([N:13]2[CH2:14][CH2:15][NH:16][CH2:17][CH2:18]2)=[CH:11][CH:12]=1)=[O:5], predict the reactants needed to synthesize it. The reactants are: [I:1][C:2]1[CH:27]=[CH:26][CH:25]=[CH:24][C:3]=1[C:4]([NH:6][C:7]1[CH:12]=[CH:11][C:10]([N:13]2[CH2:18][CH2:17][N:16](C(OCC)=O)[CH2:15][CH2:14]2)=[CH:9][CH:8]=1)=[O:5].[OH-].[K+]. (4) The reactants are: [CH3:1][N:2]1[CH:6]=[CH:5][CH:4]=[CH:3]1.[Cl:7][CH2:8][C:9](Cl)=[O:10]. Given the product [Cl:7][CH2:8][C:9]([C:3]1[N:2]([CH3:1])[CH:6]=[CH:5][CH:4]=1)=[O:10], predict the reactants needed to synthesize it. (5) Given the product [CH:1]1([C:4]2[CH:12]=[C:11]3[C:7]([C:8]([CH2:19][C:20]4[CH:21]=[CH:22][CH:23]=[C:24]([C:26]5[NH:30][N:29]=[N:28][N:27]=5)[N:25]=4)=[C:9]([C:13]4[CH:18]=[CH:17][CH:16]=[CH:15][CH:14]=4)[NH:10]3)=[CH:6][CH:5]=2)[CH2:2][CH2:3]1, predict the reactants needed to synthesize it. The reactants are: [CH:1]1([C:4]2[CH:12]=[C:11]3[C:7]([C:8]([CH2:19][C:20]4[N:25]=[C:24]([C:26]#[N:27])[CH:23]=[CH:22][CH:21]=4)=[C:9]([C:13]4[CH:18]=[CH:17][CH:16]=[CH:15][CH:14]=4)[NH:10]3)=[CH:6][CH:5]=2)[CH2:3][CH2:2]1.[N-:28]=[N+:29]=[N-:30].[Na+].C(O)(C)C.Cl.